This data is from Full USPTO retrosynthesis dataset with 1.9M reactions from patents (1976-2016). The task is: Predict the reactants needed to synthesize the given product. (1) Given the product [CH3:3][N:2]([C:4]1[CH:5]=[CH:6][C:7]2[N:20]=[C:19]3[C:11](=[CH:12][C:13]([CH:17]=[CH:18]3)=[N+:14]([CH3:15])[CH3:16])[S:10][C:8]=2[CH:9]=1)[CH3:1].[CH3:21][C:22]1[C:38]([NH2:39])=[CH:37][C:36]2[C:24](=[N:25][C:26]3[CH:31]=[CH:30][C:29]([N:32]([CH3:34])[CH3:33])=[CH:28][C:27]=3[N:35]=2)[CH:23]=1.[ClH:40], predict the reactants needed to synthesize it. The reactants are: [CH3:1][N:2]([C:4]1[CH:5]=[CH:6][C:7]2[N:20]=[C:19]3[C:11](=[CH:12][C:13]([CH:17]=[CH:18]3)=[N+:14]([CH3:16])[CH3:15])[S:10][C:8]=2[CH:9]=1)[CH3:3].[CH3:21][C:22]1[C:38]([NH2:39])=[CH:37][C:36]2[C:24](=[N:25][C:26]3[CH:31]=[CH:30][C:29]([N:32]([CH3:34])[CH3:33])=[CH:28][C:27]=3[N:35]=2)[CH:23]=1.[ClH:40]. (2) The reactants are: [CH2:1]([O:3][C:4](=[O:26])[CH2:5][C:6]1[CH:7]=[C:8]([C:14]2[CH:19]=[CH:18][C:17]([C:20]([F:23])([F:22])[F:21])=[CH:16][C:15]=2[C:24]#[N:25])[C:9]([O:12][CH3:13])=[CH:10][CH:11]=1)[CH3:2].[BH4-].[Na+].Cl. Given the product [CH2:1]([O:3][C:4](=[O:26])[CH2:5][C:6]1[CH:7]=[C:8]([C:14]2[CH:19]=[CH:18][C:17]([C:20]([F:23])([F:21])[F:22])=[CH:16][C:15]=2[CH2:24][NH2:25])[C:9]([O:12][CH3:13])=[CH:10][CH:11]=1)[CH3:2], predict the reactants needed to synthesize it.